From a dataset of Full USPTO retrosynthesis dataset with 1.9M reactions from patents (1976-2016). Predict the reactants needed to synthesize the given product. (1) The reactants are: Br.[NH2:2][C@H:3]1[C:12]2[C:7](=[CH:8][CH:9]=[CH:10][CH:11]=2)[N:6]([C:13](=[O:16])[CH2:14][CH3:15])[C@@H:5]([CH:17]2[CH2:19][CH2:18]2)[C@@H:4]1[CH3:20].N[C@H]1[C:31]2[C:26](=[CH:27][CH:28]=[CH:29][CH:30]=2)N(C(=O)CC)[C@@H](C2CC2)[C@@H]1C.BrC1C=CC=CC=1.CN(C1C(C2C(P(C3CCCCC3)C3CCCCC3)=CC=CC=2)=CC=CC=1)C.CC(C)([O-])C.[Na+]. Given the product [CH:17]1([C@H:5]2[C@H:4]([CH3:20])[C@@H:3]([NH:2][C:26]3[CH:31]=[CH:30][CH:29]=[CH:28][CH:27]=3)[C:12]3[C:7](=[CH:8][CH:9]=[CH:10][CH:11]=3)[N:6]2[C:13](=[O:16])[CH2:14][CH3:15])[CH2:19][CH2:18]1, predict the reactants needed to synthesize it. (2) Given the product [CH3:1][O:2][C:3]1[CH:10]=[CH:9][C:6]([CH2:7][NH:16][C:15]2[S:11][N:12]=[CH:13][N:14]=2)=[CH:5][CH:4]=1, predict the reactants needed to synthesize it. The reactants are: [CH3:1][O:2][C:3]1[CH:10]=[CH:9][C:6]([CH:7]=O)=[CH:5][CH:4]=1.[S:11]1[C:15]([NH2:16])=[N:14][CH:13]=[N:12]1.C(O[BH-](OC(=O)C)OC(=O)C)(=O)C.[Na+].O. (3) Given the product [Cl:15][C:11]1[CH:12]=[CH:13][CH:14]=[C:9]([Cl:8])[C:10]=1[N:16]1[CH:48]=[CH:47][C:19]2[N:20]=[C:21]([NH:24][C:25]3[CH:26]=[CH:27][C:28]([N:41]4[CH2:42][CH2:43][O:44][CH2:45][CH2:46]4)=[C:29]([CH2:30][NH:31][CH3:32])[CH:40]=3)[N:22]=[CH:23][C:18]=2[C:17]1=[O:49], predict the reactants needed to synthesize it. The reactants are: C(O)(C(F)(F)F)=O.[Cl:8][C:9]1[CH:14]=[CH:13][CH:12]=[C:11]([Cl:15])[C:10]=1[N:16]1[CH:48]=[CH:47][C:19]2[N:20]=[C:21]([NH:24][C:25]3[CH:26]=[CH:27][C:28]([N:41]4[CH2:46][CH2:45][O:44][CH2:43][CH2:42]4)=[C:29]([CH:40]=3)[CH2:30][N:31](C)[C:32](=O)OC(C)(C)C)[N:22]=[CH:23][C:18]=2[C:17]1=[O:49]. (4) Given the product [CH:16]1([N:7]2[CH2:8][C:9]([F:15])([F:14])[C:10](=[O:13])[N:11]([CH3:12])[C:5]3[CH:4]=[N:3][C:2]([NH:35][C:36]4[CH:54]=[CH:53][C:39]([C:40]([NH:42][CH:43]5[CH2:48][CH2:47][N:46]([CH2:49][CH:50]([F:51])[F:52])[CH2:45][CH2:44]5)=[O:41])=[CH:38][C:37]=4[O:55][CH3:56])=[N:22][C:6]2=3)[CH2:21][CH2:20][CH2:19][CH2:18][CH2:17]1, predict the reactants needed to synthesize it. The reactants are: Cl[C:2]1[N:3]=[CH:4][C:5]2[N:11]([CH3:12])[C:10](=[O:13])[C:9]([F:15])([F:14])[CH2:8][N:7]([CH:16]3[CH2:21][CH2:20][CH2:19][CH2:18][CH2:17]3)[C:6]=2[N:22]=1.O.C1(C)C(S(O)(=O)=O)=CC=CC=1.[NH2:35][C:36]1[CH:54]=[CH:53][C:39]([C:40]([NH:42][CH:43]2[CH2:48][CH2:47][N:46]([CH2:49][CH:50]([F:52])[F:51])[CH2:45][CH2:44]2)=[O:41])=[CH:38][C:37]=1[O:55][CH3:56]. (5) Given the product [Cl:1][C:2]1[CH:3]=[C:4]([C:9]2([C:27]([F:30])([F:29])[F:28])[CH2:31][NH:32][C:11]([C:13]3[CH:25]=[CH:24][C:16]([C:17]([NH:19][CH:20]4[CH2:23][S:22][CH2:21]4)=[O:18])=[C:15]([CH3:26])[CH:14]=3)=[CH:10]2)[CH:5]=[C:6]([Cl:8])[CH:7]=1, predict the reactants needed to synthesize it. The reactants are: [Cl:1][C:2]1[CH:3]=[C:4]([C:9]([CH2:31][N+:32]([O-])=O)([C:27]([F:30])([F:29])[F:28])[CH2:10][C:11]([C:13]2[CH:25]=[CH:24][C:16]([C:17]([NH:19][CH:20]3[CH2:23][S:22][CH2:21]3)=[O:18])=[C:15]([CH3:26])[CH:14]=2)=O)[CH:5]=[C:6]([Cl:8])[CH:7]=1.Cl. (6) Given the product [CH:1]1([N:4]([CH3:11])[CH2:5]/[CH:6]=[CH:7]/[C:8]([Cl:20])=[O:9])[CH2:3][CH2:2]1, predict the reactants needed to synthesize it. The reactants are: [CH:1]1([N:4]([CH3:11])[CH2:5]/[CH:6]=[CH:7]/[C:8](O)=[O:9])[CH2:3][CH2:2]1.CN(C=O)C.C(Cl)(=O)C([Cl:20])=O. (7) Given the product [CH2:23]([N:8]([CH2:6][CH3:7])[C:9](=[O:22])[C:10]([CH2:12][O:13][CH2:14][CH2:15][P:16]([OH:20])([OH:18])=[O:17])=[CH2:11])[CH3:24], predict the reactants needed to synthesize it. The reactants are: C[Si](Br)(C)C.[CH2:6]([N:8]([CH2:23][CH3:24])[C:9](=[O:22])[C:10]([CH2:12][O:13][CH2:14][CH2:15][P:16]([O:20]C)([O:18]C)=[O:17])=[CH2:11])[CH3:7].